Dataset: Forward reaction prediction with 1.9M reactions from USPTO patents (1976-2016). Task: Predict the product of the given reaction. (1) The product is: [CH:1]1[C:10]2[C:5](=[CH:6][C:7]([C:11]3[CH:12]=[N:13][N:14]([CH2:16][C@@H:17]([NH2:29])[CH2:18][C:19]4[CH:20]=[CH:21][C:22]([C:25]([F:27])([F:26])[F:28])=[CH:23][CH:24]=4)[CH:15]=3)=[CH:8][CH:9]=2)[CH:4]=[CH:3][N:2]=1. Given the reactants [CH:1]1[C:10]2[C:5](=[CH:6][C:7]([C:11]3[CH:12]=[N:13][N:14]([CH2:16][C@@H:17]([NH:29]C(=O)OC(C)(C)C)[CH2:18][C:19]4[CH:24]=[CH:23][C:22]([C:25]([F:28])([F:27])[F:26])=[CH:21][CH:20]=4)[CH:15]=3)=[CH:8][CH:9]=2)[CH:4]=[CH:3][N:2]=1.C(O)(C(F)(F)F)=O, predict the reaction product. (2) Given the reactants [CH:1]([Mg]Br)([CH3:3])[CH3:2].O1CCCC1.[CH3:11][O:12][C:13]1[C:21]2[O:20][C:19]([CH3:23])([CH3:22])[CH2:18][C:17]=2[CH:16]=[C:15]([CH:24]=[O:25])[CH:14]=1.[Cl-].[NH4+], predict the reaction product. The product is: [CH3:11][O:12][C:13]1[C:21]2[O:20][C:19]([CH3:23])([CH3:22])[CH2:18][C:17]=2[CH:16]=[C:15]([CH:24]([OH:25])[CH:1]([CH3:3])[CH3:2])[CH:14]=1. (3) Given the reactants C([N:14]1[CH2:17][CH:16]([O:18][CH:19]([C:30]2[CH:35]=[CH:34][C:33]([O:36][C:37]([F:40])([F:39])[F:38])=[CH:32][CH:31]=2)[C:20]2[CH:25]=[CH:24][CH:23]=[CH:22][C:21]=2[C:26]([F:29])([F:28])[F:27])[CH2:15]1)(C1C=CC=CC=1)C1C=CC=CC=1.Cl.[Cl:42]C1C=CC=CC=1C(OC1CNC1)C1C=CC(Cl)=CC=1, predict the reaction product. The product is: [ClH:42].[F:28][C:26]([F:27])([F:29])[C:21]1[CH:22]=[CH:23][CH:24]=[CH:25][C:20]=1[CH:19]([O:18][CH:16]1[CH2:17][NH:14][CH2:15]1)[C:30]1[CH:35]=[CH:34][C:33]([O:36][C:37]([F:40])([F:39])[F:38])=[CH:32][CH:31]=1.